From a dataset of NCI-60 drug combinations with 297,098 pairs across 59 cell lines. Regression. Given two drug SMILES strings and cell line genomic features, predict the synergy score measuring deviation from expected non-interaction effect. (1) Drug 1: C1=CC(=CC=C1CCC2=CNC3=C2C(=O)NC(=N3)N)C(=O)NC(CCC(=O)O)C(=O)O. Drug 2: C1=CN(C(=O)N=C1N)C2C(C(C(O2)CO)O)O.Cl. Cell line: SK-MEL-2. Synergy scores: CSS=21.3, Synergy_ZIP=-10.6, Synergy_Bliss=-3.63, Synergy_Loewe=-5.30, Synergy_HSA=-0.208. (2) Drug 1: CC12CCC(CC1=CCC3C2CCC4(C3CC=C4C5=CN=CC=C5)C)O. Drug 2: CC(C)NC(=O)C1=CC=C(C=C1)CNNC.Cl. Cell line: UACC-257. Synergy scores: CSS=2.30, Synergy_ZIP=0.187, Synergy_Bliss=0.887, Synergy_Loewe=-5.81, Synergy_HSA=-3.19. (3) Drug 1: C1=CC(=CC=C1C#N)C(C2=CC=C(C=C2)C#N)N3C=NC=N3. Drug 2: C(CN)CNCCSP(=O)(O)O. Cell line: OVCAR-8. Synergy scores: CSS=-5.28, Synergy_ZIP=4.87, Synergy_Bliss=6.83, Synergy_Loewe=-3.40, Synergy_HSA=-3.93. (4) Drug 1: CN1CCC(CC1)COC2=C(C=C3C(=C2)N=CN=C3NC4=C(C=C(C=C4)Br)F)OC. Drug 2: CN(C)N=NC1=C(NC=N1)C(=O)N. Cell line: SNB-75. Synergy scores: CSS=4.89, Synergy_ZIP=-2.10, Synergy_Bliss=-0.649, Synergy_Loewe=-13.3, Synergy_HSA=-2.33. (5) Drug 1: CCCS(=O)(=O)NC1=C(C(=C(C=C1)F)C(=O)C2=CNC3=C2C=C(C=N3)C4=CC=C(C=C4)Cl)F. Drug 2: C1=NC2=C(N=C(N=C2N1C3C(C(C(O3)CO)O)O)F)N. Cell line: HCT-15. Synergy scores: CSS=-5.73, Synergy_ZIP=1.23, Synergy_Bliss=-6.21, Synergy_Loewe=-8.64, Synergy_HSA=-9.10.